This data is from Retrosynthesis with 50K atom-mapped reactions and 10 reaction types from USPTO. The task is: Predict the reactants needed to synthesize the given product. (1) Given the product CC(C)(C)OC(=O)N[C@@H]1CCC[C@@H]1CO, predict the reactants needed to synthesize it. The reactants are: COC(=O)[C@H]1CCC[C@H]1NC(=O)OC(C)(C)C. (2) Given the product CCCCCC(=O)Oc1ccc(C(=O)O)cc1, predict the reactants needed to synthesize it. The reactants are: CCCCCC(=O)Cl.O=C(O)c1ccc(O)cc1. (3) Given the product Cc1ccc(-c2ccc(C3(c4ccc(OCc5nccs5)cc4)CC4CCC3C4)cc2)nn1, predict the reactants needed to synthesize it. The reactants are: CC1(C)OB(c2ccc(C3(c4ccc(OCc5nccs5)cc4)CC4CCC3C4)cc2)OC1(C)C.Cc1ccc(Cl)nn1. (4) Given the product CC(O)c1ccc(N2CCN(C(=O)c3cc(S(C)(=O)=O)ccc3-c3ccc(F)cc3)CC2)c(F)c1, predict the reactants needed to synthesize it. The reactants are: CC(=O)c1ccc(N2CCN(C(=O)c3cc(S(C)(=O)=O)ccc3-c3ccc(F)cc3)CC2)c(F)c1. (5) Given the product CC(C)(C)OC(=O)NCCc1cccc(O)c1, predict the reactants needed to synthesize it. The reactants are: CC(C)(C)OC(=O)NCCc1cccc(OCc2ccccc2)c1.